This data is from Reaction yield outcomes from USPTO patents with 853,638 reactions. The task is: Predict the reaction yield, written as a fraction of the theoretical maximum amount of product (1.0 means a 100% yield; for example, 0.34 means a 34% yield). (1) The reactants are [N:1]1([C:6]2[C:11]([F:12])=[CH:10][C:9]([N:13]3[CH2:17][C@H:16]([C:18]([O:20]C)=O)[O:15][C:14]3=[O:22])=[CH:8][C:7]=2[F:23])[CH2:5][CH:4]=[CH:3][CH2:2]1.[NH3:24]. The catalyst is CO. The product is [N:1]1([C:6]2[C:11]([F:12])=[CH:10][C:9]([N:13]3[CH2:17][C@H:16]([C:18]([NH2:24])=[O:20])[O:15][C:14]3=[O:22])=[CH:8][C:7]=2[F:23])[CH2:5][CH:4]=[CH:3][CH2:2]1. The yield is 0.580. (2) The reactants are [CH2:1]([O:3][C:4](=[O:18])[C:5]1[C:10]([N+:11]([O-:13])=[O:12])=[CH:9][CH:8]=[C:7]([CH3:14])[C:6]=1[N+:15]([O-:17])=[O:16])[CH3:2].CO[CH:21]([N:24]([CH3:26])[CH3:25])OC. The catalyst is CN(C=O)C. The product is [CH2:1]([O:3][C:4](=[O:18])[C:5]1[C:10]([N+:11]([O-:13])=[O:12])=[CH:9][CH:8]=[C:7]([CH:14]=[CH:21][N:24]([CH3:26])[CH3:25])[C:6]=1[N+:15]([O-:17])=[O:16])[CH3:2]. The yield is 0.580. (3) The reactants are [NH:1]1[C:5]2=[N:6][CH:7]=[CH:8][CH:9]=[C:4]2[CH:3]=[CH:2]1.Cl.[CH3:11][NH:12][CH3:13].[CH2:14]=O.O.Cl. The catalyst is C(O)(C)C. The product is [CH3:11][N:12]([CH3:14])[CH2:13][C:3]1[C:4]2[C:5](=[N:6][CH:7]=[CH:8][CH:9]=2)[NH:1][CH:2]=1. The yield is 0.674.